From a dataset of Forward reaction prediction with 1.9M reactions from USPTO patents (1976-2016). Predict the product of the given reaction. (1) Given the reactants Cl[CH2:2][CH2:3][N:4]1[CH2:9][CH2:8][CH2:7][CH2:6][CH2:5]1.[CH2:10]([O:12][C:13](=[O:25])[C:14]([C:16]1[C:24]2[C:19](=[CH:20][CH:21]=[CH:22][CH:23]=2)[NH:18][CH:17]=1)=[O:15])[CH3:11].C([O-])([O-])=O.[K+].[K+], predict the reaction product. The product is: [CH2:10]([O:12][C:13](=[O:25])[C:14]([C:16]1[C:24]2[C:19](=[CH:20][CH:21]=[CH:22][CH:23]=2)[N:18]([CH2:2][CH2:3][N:4]2[CH2:9][CH2:8][CH2:7][CH2:6][CH2:5]2)[CH:17]=1)=[O:15])[CH3:11]. (2) The product is: [CH2:1]([O:4][C:5]1[CH:14]=[C:13]2[C:8]([C:9](=[O:25])[CH:10]=[C:11]([C:15]3[CH:16]=[CH:17][C:18]([O:23][CH3:24])=[C:19]([O:21][CH3:22])[CH:20]=3)[O:12]2)=[C:7]([O:26][CH3:27])[CH:6]=1)[C:2]#[CH:3]. Given the reactants [CH2:1]([O:4][C:5]1[CH:14]=[C:13]2[C:8]([C:9](=[O:25])[CH:10]=[C:11]([C:15]3[CH:20]=[C:19]([O:21][CH3:22])[C:18]([O:23][CH3:24])=[CH:17][CH:16]=3)[O:12]2)=[C:7]([OH:26])[CH:6]=1)[C:2]#[CH:3].[C:27](=O)([O-])[O-].[K+].[K+].CC(C)=O.S(OC)(OC)(=O)=O, predict the reaction product. (3) Given the reactants [Cl:1][C:2]1[CH:3]=[C:4]([C:8]2[C:17]3[C:12](=[CH:13][CH:14]=[C:15]([C:18]([C:26]4[S:27][CH:28]=[CH:29][C:30]=4[Cl:31])([C:20]4[N:21]([CH3:25])[CH:22]=[N:23][CH:24]=4)[OH:19])[CH:16]=3)[N:11]=[C:10]([O:32]C)[CH:9]=2)[CH:5]=[CH:6][CH:7]=1.Cl.[CH2:35]1COCC1, predict the reaction product. The product is: [Cl:1][C:2]1[CH:3]=[C:4]([C:8]2[C:17]3[C:12](=[CH:13][CH:14]=[C:15]([C:18]([C:26]4[S:27][CH:28]=[CH:29][C:30]=4[Cl:31])([OH:19])[C:20]4[N:21]([CH3:25])[CH:22]=[N:23][CH:24]=4)[CH:16]=3)[N:11]([CH3:35])[C:10](=[O:32])[CH:9]=2)[CH:5]=[CH:6][CH:7]=1. (4) Given the reactants [N:1]1([C:6]2[CH:13]=[CH:12][C:9]([C:10]#[N:11])=[CH:8][CH:7]=2)[CH:5]=[CH:4][CH:3]=[N:2]1.[H-].[H-].[H-].[H-].[Li+].[Al+3], predict the reaction product. The product is: [N:1]1([C:6]2[CH:13]=[CH:12][C:9]([CH2:10][NH2:11])=[CH:8][CH:7]=2)[CH:5]=[CH:4][CH:3]=[N:2]1. (5) The product is: [NH2:7][C:6]([CH3:17])([CH2:5][N:35]1[CH:34]=[C:32]2[N:33]=[C:28]([Br:27])[C:29]([Br:37])=[CH:30][C:31]2=[N:36]1)[C:8]#[N:9].[Br:1][C:2]1[C:3]([Br:15])=[CH:4][C:5]2[C:6](=[CH:8][N:9]([CH2:11][C:12](=[O:14])[CH3:13])[N:10]=2)[N:7]=1.[Br:1][C:2]1[N:7]=[C:6]2[CH:8]=[N:9][NH:10][C:5]2=[CH:4][C:3]=1[Br:15].[NH2:38][C:39]1[C:40]([CH3:47])=[N:41][C:42]([Br:46])=[C:43]([Br:45])[CH:44]=1. Given the reactants [Br:1][C:2]1[C:3]([Br:15])=[CH:4][C:5]2[C:6](=[CH:8][N:9]([CH2:11][C:12](=[O:14])[CH3:13])[N:10]=2)[N:7]=1.Cl[CH2:17]C(=O)C.C(=O)([O-])[O-].[K+].[K+].[Br:27][C:28]1[N:33]=[C:32]2[CH:34]=[N:35][NH:36][C:31]2=[CH:30][C:29]=1[Br:37].[NH2:38][C:39]1[C:40]([CH3:47])=[N:41][C:42]([Br:46])=[C:43]([Br:45])[CH:44]=1.NC1C(C)=NC=C(Br)C=1.BrN1C(=O)CCC1=O, predict the reaction product. (6) Given the reactants C([N:4]1[C:12]2[C:7](=[CH:8][CH:9]=[CH:10][CH:11]=2)[C:6](=[C:13](Cl)[C:14]2[CH:19]=[CH:18][C:17]([O:20][CH3:21])=[CH:16][CH:15]=2)[C:5]1=[O:23])(=O)C.[CH3:24][N:25]([CH2:27][C:28]1[CH:34]=[CH:33][C:31]([NH2:32])=[CH:30][CH:29]=1)[CH3:26].[OH-].[Na+], predict the reaction product. The product is: [CH3:26][N:25]([CH2:27][C:28]1[CH:29]=[CH:30][C:31]([NH:32]/[C:13](=[C:6]2\[C:5](=[O:23])[NH:4][C:12]3[C:11]\2=[CH:10][CH:9]=[CH:8][CH:7]=3)/[C:14]2[CH:15]=[CH:16][C:17]([O:20][CH3:21])=[CH:18][CH:19]=2)=[CH:33][CH:34]=1)[CH3:24].